Task: Predict the reaction yield, written as a fraction of the theoretical maximum amount of product (1.0 means a 100% yield; for example, 0.34 means a 34% yield).. Dataset: Reaction yield outcomes from USPTO patents with 853,638 reactions The reactants are [CH3:1][O:2][C:3]1[CH:4]=[C:5]2[C:10](=[CH:11][C:12]=1[CH:13]=[O:14])[N:9]([CH3:15])[C:8](=[O:16])[CH2:7][CH2:6]2.P([O-])(O)(O)=[O:18].[Na+].CC(=CC)C.Cl([O-])=O.[Na+]. The catalyst is C(O)(C)(C)C.O. The product is [CH3:1][O:2][C:3]1[CH:4]=[C:5]2[C:10](=[CH:11][C:12]=1[C:13]([OH:18])=[O:14])[N:9]([CH3:15])[C:8](=[O:16])[CH2:7][CH2:6]2. The yield is 0.340.